From a dataset of Full USPTO retrosynthesis dataset with 1.9M reactions from patents (1976-2016). Predict the reactants needed to synthesize the given product. Given the product [N+:12]([CH2:15][CH:8]([C:7]1[CH:6]=[CH:5][C:4]([N+:1]([O-:3])=[O:2])=[CH:11][CH:10]=1)[OH:9])([O-:14])=[O:13], predict the reactants needed to synthesize it. The reactants are: [N+:1]([C:4]1[CH:11]=[CH:10][C:7]([CH:8]=[O:9])=[CH:6][CH:5]=1)([O-:3])=[O:2].[N+:12]([CH3:15])([O-:14])=[O:13].